This data is from Catalyst prediction with 721,799 reactions and 888 catalyst types from USPTO. The task is: Predict which catalyst facilitates the given reaction. Reactant: C(=O)([O-])[O-].[K+].[K+].[O:7]1[CH2:12][CH2:11][CH:10]([N:13]2[C:21](=[O:22])[N:20]([CH2:23][O:24][CH2:25][CH2:26][Si:27]([CH3:30])([CH3:29])[CH3:28])[C:19]3[C:14]2=[N:15][C:16]([C:31]#[C:32][Si](C)(C)C)=[N:17][CH:18]=3)[CH2:9][CH2:8]1. Product: [C:31]([C:16]1[N:15]=[C:14]2[C:19]([N:20]([CH2:23][O:24][CH2:25][CH2:26][Si:27]([CH3:29])([CH3:28])[CH3:30])[C:21](=[O:22])[N:13]2[CH:10]2[CH2:9][CH2:8][O:7][CH2:12][CH2:11]2)=[CH:18][N:17]=1)#[CH:32]. The catalyst class is: 5.